Regression. Given two drug SMILES strings and cell line genomic features, predict the synergy score measuring deviation from expected non-interaction effect. From a dataset of NCI-60 drug combinations with 297,098 pairs across 59 cell lines. (1) Drug 1: C1=CN(C(=O)N=C1N)C2C(C(C(O2)CO)O)O.Cl. Drug 2: CC1C(C(CC(O1)OC2CC(CC3=C2C(=C4C(=C3O)C(=O)C5=C(C4=O)C(=CC=C5)OC)O)(C(=O)CO)O)N)O.Cl. Cell line: SF-268. Synergy scores: CSS=35.8, Synergy_ZIP=-4.58, Synergy_Bliss=0.00672, Synergy_Loewe=0.179, Synergy_HSA=3.50. (2) Drug 2: CC=C1C(=O)NC(C(=O)OC2CC(=O)NC(C(=O)NC(CSSCCC=C2)C(=O)N1)C(C)C)C(C)C. Synergy scores: CSS=74.3, Synergy_ZIP=-4.87, Synergy_Bliss=-4.32, Synergy_Loewe=-27.2, Synergy_HSA=-0.428. Cell line: UACC62. Drug 1: CC1CCC2CC(C(=CC=CC=CC(CC(C(=O)C(C(C(=CC(C(=O)CC(OC(=O)C3CCCCN3C(=O)C(=O)C1(O2)O)C(C)CC4CCC(C(C4)OC)O)C)C)O)OC)C)C)C)OC. (3) Drug 1: CC1=C(N=C(N=C1N)C(CC(=O)N)NCC(C(=O)N)N)C(=O)NC(C(C2=CN=CN2)OC3C(C(C(C(O3)CO)O)O)OC4C(C(C(C(O4)CO)O)OC(=O)N)O)C(=O)NC(C)C(C(C)C(=O)NC(C(C)O)C(=O)NCCC5=NC(=CS5)C6=NC(=CS6)C(=O)NCCC[S+](C)C)O. Drug 2: N.N.Cl[Pt+2]Cl. Cell line: HCC-2998. Synergy scores: CSS=23.7, Synergy_ZIP=-3.79, Synergy_Bliss=-1.44, Synergy_Loewe=1.13, Synergy_HSA=2.04. (4) Drug 1: COC1=C(C=C2C(=C1)N=CN=C2NC3=CC(=C(C=C3)F)Cl)OCCCN4CCOCC4. Drug 2: CS(=O)(=O)OCCCCOS(=O)(=O)C. Cell line: UO-31. Synergy scores: CSS=33.1, Synergy_ZIP=2.64, Synergy_Bliss=3.47, Synergy_Loewe=-11.7, Synergy_HSA=5.76. (5) Drug 1: CC1C(C(=O)NC(C(=O)N2CCCC2C(=O)N(CC(=O)N(C(C(=O)O1)C(C)C)C)C)C(C)C)NC(=O)C3=C4C(=C(C=C3)C)OC5=C(C(=O)C(=C(C5=N4)C(=O)NC6C(OC(=O)C(N(C(=O)CN(C(=O)C7CCCN7C(=O)C(NC6=O)C(C)C)C)C)C(C)C)C)N)C. Drug 2: CC1=C(C(CCC1)(C)C)C=CC(=CC=CC(=CC(=O)O)C)C. Synergy scores: CSS=9.23, Synergy_ZIP=12.2, Synergy_Bliss=15.0, Synergy_Loewe=11.6, Synergy_HSA=12.4. Cell line: SK-MEL-28. (6) Cell line: A498. Drug 2: B(C(CC(C)C)NC(=O)C(CC1=CC=CC=C1)NC(=O)C2=NC=CN=C2)(O)O. Synergy scores: CSS=20.1, Synergy_ZIP=2.55, Synergy_Bliss=12.0, Synergy_Loewe=-2.19, Synergy_HSA=9.97. Drug 1: CC12CCC(CC1=CCC3C2CCC4(C3CC=C4C5=CN=CC=C5)C)O.